From a dataset of Reaction yield outcomes from USPTO patents with 853,638 reactions. Predict the reaction yield, written as a fraction of the theoretical maximum amount of product (1.0 means a 100% yield; for example, 0.34 means a 34% yield). (1) The reactants are [C:1](Cl)(=[O:4])[CH:2]=[CH2:3].[OH:6][C:7]12[CH2:16][CH:11]3[CH2:12][CH:13]([CH2:15][C:9]([C:17]([CH:20]([CH3:22])[CH3:21])([CH3:19])[OH:18])([CH2:10]3)[CH2:8]1)[CH2:14]2.C(N(CC)CC)C.O1CCCC1. The catalyst is O. The product is [C:1]([O:18][C:17]([C:9]12[CH2:15][CH:13]3[CH2:12][CH:11]([CH2:16][C:7]([OH:6])([CH2:14]3)[CH2:8]1)[CH2:10]2)([CH3:19])[CH:20]([CH3:22])[CH3:21])(=[O:4])[CH:2]=[CH2:3]. The yield is 0.670. (2) The reactants are [NH2:1][C@H:2]1[C@H:6]([OH:7])[CH2:5][N:4]([C:8]([O:10][C:11]([CH3:14])([CH3:13])[CH3:12])=[O:9])[CH2:3]1.O.Cl[C:17]([O:19][CH2:20][CH:21]1[C:33]2[CH:32]=[CH:31][CH:30]=[CH:29][C:28]=2[C:27]2[C:22]1=[CH:23][CH:24]=[CH:25][CH:26]=2)=[O:18].C(=O)(O)[O-].[Na+]. The catalyst is O1CCOCC1.C1(C)C=CC=CC=1. The product is [C:11]([O:10][C:8]([N:4]1[CH2:5][C@@H:6]([OH:7])[C@H:2]([NH:1][C:17](=[O:18])[O:19][CH2:20][CH:21]2[C:33]3[CH:32]=[CH:31][CH:30]=[CH:29][C:28]=3[C:27]3[C:22]2=[CH:23][CH:24]=[CH:25][CH:26]=3)[CH2:3]1)=[O:9])([CH3:14])([CH3:13])[CH3:12]. The yield is 0.900.